Task: Predict which catalyst facilitates the given reaction.. Dataset: Catalyst prediction with 721,799 reactions and 888 catalyst types from USPTO (1) Reactant: C[O:2][C:3]([C:5]1[CH:10]=[CH:9][CH:8]=[C:7]([N+:11]([O-])=O)[C:6]=1[CH:14](C(OC)=O)[C:15]([O:17]C)=O)=[O:4]. Product: [C:3]([C:5]1[CH:10]=[CH:9][CH:8]=[C:7]2[C:6]=1[CH2:14][C:15](=[O:17])[NH:11]2)([OH:2])=[O:4]. The catalyst class is: 33. (2) Reactant: [F:1][C:2]([C:5]1[CH:10]=[N:9][N:8]2[CH:11]=[CH:12][N:13]=[C:7]2[N:6]=1)([CH3:4])[CH3:3].C([O-])(=O)C.[Na+].[Br:19]Br. Product: [Br:19][C:11]1[N:8]2[N:9]=[CH:10][C:5]([C:2]([F:1])([CH3:4])[CH3:3])=[N:6][C:7]2=[N:13][CH:12]=1. The catalyst class is: 15. (3) Reactant: CCN(C(C)C)C(C)C.CN(C(ON1N=NC2C=CC=CC1=2)=[N+](C)C)C.[B-](F)(F)(F)F.[CH2:32]([O:34][C:35](=[O:40])[CH2:36][C:37]([O-:39])=O)[CH3:33].FC(F)(F)C(O)=O.[CH3:48][O:49][C:50]1[CH:70]=[CH:69][C:53]([O:54][C:55]2[CH:68]=[CH:67][C:58]([CH2:59][NH:60][C:61]([C:63]3([NH2:66])[CH2:65][CH2:64]3)=[O:62])=[CH:57][CH:56]=2)=[C:52]([C:71]([F:74])([F:73])[F:72])[CH:51]=1. Product: [CH2:32]([O:34][C:35](=[O:40])[CH2:36][C:37]([NH:66][C:63]1([C:61](=[O:62])[NH:60][CH2:59][C:58]2[CH:57]=[CH:56][C:55]([O:54][C:53]3[CH:69]=[CH:70][C:50]([O:49][CH3:48])=[CH:51][C:52]=3[C:71]([F:73])([F:74])[F:72])=[CH:68][CH:67]=2)[CH2:65][CH2:64]1)=[O:39])[CH3:33]. The catalyst class is: 3. (4) Reactant: [CH3:1][C:2]1([CH3:34])[C:11]2[C:6](=[CH:7][C:8]([NH:12][C:13]([N:15]3[CH2:20][CH2:19][N:18]([C:21]4[C:26]([Cl:27])=[CH:25][CH:24]=[CH:23][N:22]=4)[CH2:17][CH2:16]3)=[O:14])=[CH:9][CH:10]=2)[N:5](C(=O)C(F)(F)F)[CH2:4][CH2:3]1.C(=O)([O-])[O-].[K+].[K+]. Product: [CH3:1][C:2]1([CH3:34])[C:11]2[C:6](=[CH:7][C:8]([NH:12][C:13]([N:15]3[CH2:16][CH2:17][N:18]([C:21]4[C:26]([Cl:27])=[CH:25][CH:24]=[CH:23][N:22]=4)[CH2:19][CH2:20]3)=[O:14])=[CH:9][CH:10]=2)[NH:5][CH2:4][CH2:3]1. The catalyst class is: 24. (5) Reactant: [H-].[Na+].[C:3]([O:7][C:8]([NH:10][C@H:11]1[CH2:17][CH2:16][CH2:15][C@@H:14]([OH:18])[CH:13]=[CH:12]1)=[O:9])([CH3:6])([CH3:5])[CH3:4].[CH3:19]I.[OH-].[Na+]. Product: [C:3]([O:7][C:8]([NH:10][C@H:11]1[CH2:17][CH2:16][CH2:15][C@@H:14]([O:18][CH3:19])[CH:13]=[CH:12]1)=[O:9])([CH3:6])([CH3:4])[CH3:5]. The catalyst class is: 1.